Dataset: Forward reaction prediction with 1.9M reactions from USPTO patents (1976-2016). Task: Predict the product of the given reaction. (1) The product is: [Br:12][CH2:11][C:9]1[CH:8]=[CH:7][C:3]([C:4]([OH:6])=[O:5])=[C:2]([F:1])[CH:10]=1. Given the reactants [F:1][C:2]1[CH:10]=[C:9]([CH3:11])[CH:8]=[CH:7][C:3]=1[C:4]([OH:6])=[O:5].[Br:12]N1C(=O)CCC1=O.CCCCCC, predict the reaction product. (2) The product is: [F:39][C:38]([F:41])([F:40])[C:36]([OH:42])=[O:37].[Cl:3][C:4]1[C:12]2[C:7](=[CH:8][CH:9]=[C:10]3[O:17][CH2:16][CH2:15][NH:14][CH:13]([CH3:25])[C:11]3=2)[N:6]([S:32]([C:26]2[CH:31]=[CH:30][CH:29]=[CH:28][CH:27]=2)(=[O:34])=[O:33])[CH:5]=1. Given the reactants [H-].[Na+].[Cl:3][C:4]1[C:12]2[C:7](=[CH:8][CH:9]=[C:10]3[O:17][CH2:16][CH2:15][N:14](C(OC(C)(C)C)=O)[CH:13]([CH3:25])[C:11]3=2)[NH:6][CH:5]=1.[C:26]1([S:32](Cl)(=[O:34])=[O:33])[CH:31]=[CH:30][CH:29]=[CH:28][CH:27]=1.[C:36]([OH:42])([C:38]([F:41])([F:40])[F:39])=[O:37], predict the reaction product. (3) Given the reactants C(OC([N:8]1[CH2:13][CH2:12][CH:11]([O:14][C:15]2[CH:23]=[CH:22][C:21]3[N:20]4[CH2:24][CH2:25][NH:26][C:27](=[O:28])[C:19]4=[CH:18][C:17]=3[CH:16]=2)[CH2:10][CH2:9]1)=O)(C)(C)C.FC(F)(F)C(O)=O, predict the reaction product. The product is: [NH:8]1[CH2:9][CH2:10][CH:11]([O:14][C:15]2[CH:23]=[CH:22][C:21]3[N:20]4[CH2:24][CH2:25][NH:26][C:27](=[O:28])[C:19]4=[CH:18][C:17]=3[CH:16]=2)[CH2:12][CH2:13]1.